Dataset: Reaction yield outcomes from USPTO patents with 853,638 reactions. Task: Predict the reaction yield, written as a fraction of the theoretical maximum amount of product (1.0 means a 100% yield; for example, 0.34 means a 34% yield). (1) The reactants are Br[C:2]1[C:7]([C:8]([F:11])([F:10])[F:9])=[CH:6][C:5]([NH:12][C:13]2[N:17]=[C:16]([NH2:18])[NH:15][N:14]=2)=[CH:4][C:3]=1[Cl:19].[CH3:20][N:21]1[C:26]([CH3:28])([CH3:27])[CH2:25][CH:24]([S:29][C:30]2[CH:35]=[CH:34][C:33](B3OC(C)(C)C(C)(C)O3)=[CH:32][CH:31]=2)[CH2:23][C:22]1([CH3:46])[CH3:45].C([O-])([O-])=O.[K+].[K+].O1CCOCC1. The catalyst is C1C=CC([P]([Pd]([P](C2C=CC=CC=2)(C2C=CC=CC=2)C2C=CC=CC=2)([P](C2C=CC=CC=2)(C2C=CC=CC=2)C2C=CC=CC=2)[P](C2C=CC=CC=2)(C2C=CC=CC=2)C2C=CC=CC=2)(C2C=CC=CC=2)C2C=CC=CC=2)=CC=1.C(COC)OC. The yield is 0.0620. The product is [Cl:19][C:3]1[C:2]([C:33]2[CH:32]=[CH:31][C:30]([S:29][CH:24]3[CH2:25][C:26]([CH3:27])([CH3:28])[N:21]([CH3:20])[C:22]([CH3:46])([CH3:45])[CH2:23]3)=[CH:35][CH:34]=2)=[C:7]([C:8]([F:11])([F:10])[F:9])[CH:6]=[C:5]([NH:12][C:13]2[N:17]=[C:16]([NH2:18])[NH:15][N:14]=2)[CH:4]=1. (2) The reactants are [S:1]1[C:5]([CH2:6][O:7][C:8]([NH:10][C@@H:11]([CH2:33][C:34]2[CH:39]=[CH:38][CH:37]=[CH:36][CH:35]=2)[CH2:12][NH:13][CH2:14][C@@H:15]([NH:23][C:24]([O:26][CH2:27][C:28]2[S:32][CH:31]=[N:30][CH:29]=2)=[O:25])[CH2:16][C:17]2[CH:22]=[CH:21][CH:20]=[CH:19][CH:18]=2)=[O:9])=[CH:4][N:3]=[CH:2]1.[C:40](=O)([O:51][CH2:52][C:53]1[S:57][CH:56]=[N:55][CH:54]=1)[O:41]C1C=CC([N+]([O-])=O)=CC=1.C(N(CC)CC)C. The catalyst is C(OCC)(=O)C. The product is [S:57]1[C:53]([CH2:52][O:51][C:40]([N:13]([CH2:14][C@@H:15]([NH:23][C:24]([O:26][CH2:27][C:28]2[S:32][CH:31]=[N:30][CH:29]=2)=[O:25])[CH2:16][C:17]2[CH:18]=[CH:19][CH:20]=[CH:21][CH:22]=2)[CH2:12][C@@H:11]([NH:10][C:8]([O:7][CH2:6][C:5]2[S:1][CH:2]=[N:3][CH:4]=2)=[O:9])[CH2:33][C:34]2[CH:39]=[CH:38][CH:37]=[CH:36][CH:35]=2)=[O:41])=[CH:54][N:55]=[CH:56]1. The yield is 0.360. (3) The product is [CH2:1]([C:5]1[O:9][C:8]([C:10]2[CH:11]=[C:12]([Cl:25])[C:13]([N:16]3[CH2:17][CH2:18][CH:19]([C:22]([NH:56][S:53]([C:51]4[S:52][C:48]([Cl:47])=[CH:49][CH:50]=4)(=[O:55])=[O:54])=[O:23])[CH2:20][CH2:21]3)=[N:14][CH:15]=2)=[N:7][CH:6]=1)[CH2:2][CH2:3][CH3:4]. The yield is 0.400. The catalyst is C(Cl)Cl. The reactants are [CH2:1]([C:5]1[O:9][C:8]([C:10]2[CH:11]=[C:12]([Cl:25])[C:13]([N:16]3[CH2:21][CH2:20][CH:19]([C:22](O)=[O:23])[CH2:18][CH2:17]3)=[N:14][CH:15]=2)=[N:7][CH:6]=1)[CH2:2][CH2:3][CH3:4].CCN=C=NCCCN(C)C.C1C=CC2N(O)N=NC=2C=1.[Cl:47][C:48]1[S:52][C:51]([S:53]([NH2:56])(=[O:55])=[O:54])=[CH:50][CH:49]=1.CCN(C(C)C)C(C)C.